Task: Regression/Classification. Given a drug SMILES string, predict its absorption, distribution, metabolism, or excretion properties. Task type varies by dataset: regression for continuous measurements (e.g., permeability, clearance, half-life) or binary classification for categorical outcomes (e.g., BBB penetration, CYP inhibition). Dataset: cyp2c19_veith.. Dataset: CYP2C19 inhibition data for predicting drug metabolism from PubChem BioAssay (1) The compound is COc1ccccc1CCNCc1cc2c(cc1[N+](=O)[O-])OCO2. The result is 1 (inhibitor). (2) The molecule is COc1cc(C2C(C#N)=C(N)OC3=C2C(=O)CCC3)cc(OC)c1OC(=O)N1CCOCC1. The result is 0 (non-inhibitor). (3) The compound is Cc1ccc(CS(=O)(=O)CCC(=O)N2CCOCC2)cc1. The result is 0 (non-inhibitor).